Dataset: Forward reaction prediction with 1.9M reactions from USPTO patents (1976-2016). Task: Predict the product of the given reaction. (1) The product is: [F:24][C:21]1[CH:22]=[CH:23][C:18]([C@H:13]2[CH2:14][CH2:15][CH2:16][CH2:17][C@H:12]2[N:9]2[CH2:10][CH2:11][C:6]3([C:4](=[O:5])[NH:33][CH2:32][CH:31]3[C:30]3[CH:36]=[CH:37][C:27]([O:26][CH3:25])=[CH:28][CH:29]=3)[CH2:7][CH2:8]2)=[CH:19][CH:20]=1. Given the reactants C(O[C:4]([CH:6]1[CH2:11][CH2:10][N:9]([C@@H:12]2[CH2:17][CH2:16][CH2:15][CH2:14][C@@H:13]2[C:18]2[CH:23]=[CH:22][C:21]([F:24])=[CH:20][CH:19]=2)[CH2:8][CH2:7]1)=[O:5])C.[CH3:25][O:26][C:27]1[CH:37]=[CH:36][C:30]([CH:31]=[CH:32][N+:33]([O-])=O)=[CH:29][CH:28]=1, predict the reaction product. (2) Given the reactants [CH2:1]([NH:8][C@@H:9]1[CH2:14][C@H:13]([C:15]2[CH:20]=[CH:19][N:18]=[CH:17][C:16]=2[N+:21]([O-:23])=[O:22])[O:12][C@H:11]([CH:24]2[CH2:26][CH2:25]2)[C@H:10]1[OH:27])[C:2]1[CH:7]=[CH:6][CH:5]=[CH:4][CH:3]=1.C(N(CC)CC)C.FC(F)(F)S(O[Si:41]([CH2:46][CH3:47])([CH2:44][CH3:45])[CH2:42][CH3:43])(=O)=O, predict the reaction product. The product is: [CH2:1]([NH:8][C@@H:9]1[CH2:14][C@H:13]([C:15]2[CH:20]=[CH:19][N:18]=[CH:17][C:16]=2[N+:21]([O-:23])=[O:22])[O:12][C@H:11]([CH:24]2[CH2:26][CH2:25]2)[C@H:10]1[O:27][Si:41]([CH2:46][CH3:47])([CH2:44][CH3:45])[CH2:42][CH3:43])[C:2]1[CH:3]=[CH:4][CH:5]=[CH:6][CH:7]=1. (3) Given the reactants [Cl:1][C:2]1[CH:10]=[C:9]2[C:5]([CH:6]([C:12]3[CH:17]=[CH:16][C:15]([CH3:18])=[C:14]([CH3:19])[CH:13]=3)[C:7](=[O:11])[NH:8]2)=[CH:4][CH:3]=1.[Cl:20][C:21]1[CH:22]=[C:23]([CH:26]=[CH:27][CH:28]=1)[CH2:24]Br.[I-].[K+].C(=O)([O-])[O-].[K+].[K+], predict the reaction product. The product is: [Cl:1][C:2]1[CH:10]=[C:9]2[C:5]([C:6]([CH2:24][C:23]3[CH:26]=[CH:27][CH:28]=[C:21]([Cl:20])[CH:22]=3)([C:12]3[CH:17]=[CH:16][C:15]([CH3:18])=[C:14]([CH3:19])[CH:13]=3)[C:7](=[O:11])[NH:8]2)=[CH:4][CH:3]=1. (4) Given the reactants [CH2:1]([O:8][C:9](=[O:28])[NH:10][CH2:11][C@H:12]1[CH2:17][CH2:16][C@H:15]([C:18]2[N:22]3[CH:23]=[CH:24][N:25]=[C:26]([Cl:27])[C:21]3=[CH:20][N:19]=2)[CH2:14][CH2:13]1)[C:2]1[CH:7]=[CH:6][CH:5]=[CH:4][CH:3]=1.C1C(=O)N([I:36])C(=O)C1, predict the reaction product. The product is: [CH2:1]([O:8][C:9](=[O:28])[NH:10][CH2:11][C@H:12]1[CH2:17][CH2:16][C@H:15]([C:18]2[N:22]3[CH:23]=[CH:24][N:25]=[C:26]([Cl:27])[C:21]3=[C:20]([I:36])[N:19]=2)[CH2:14][CH2:13]1)[C:2]1[CH:3]=[CH:4][CH:5]=[CH:6][CH:7]=1. (5) Given the reactants [NH2:1][CH2:2][C@H:3]1[C@H:9]([C:10]2[CH:15]=[CH:14][C:13]([Cl:16])=[C:12]([F:17])[CH:11]=2)[O:8][CH2:7][CH2:6][N:5]([C:18]([O:20][C:21]([CH3:24])([CH3:23])[CH3:22])=[O:19])[CH2:4]1.[NH2:25][C:26]1[CH:34]=[CH:33][CH:32]=[CH:31][C:27]=1[C:28](O)=[O:29], predict the reaction product. The product is: [NH2:25][C:26]1[CH:34]=[CH:33][CH:32]=[CH:31][C:27]=1[C:28]([NH:1][CH2:2][C@H:3]1[C@H:9]([C:10]2[CH:15]=[CH:14][C:13]([Cl:16])=[C:12]([F:17])[CH:11]=2)[O:8][CH2:7][CH2:6][N:5]([C:18]([O:20][C:21]([CH3:24])([CH3:23])[CH3:22])=[O:19])[CH2:4]1)=[O:29].